From a dataset of TCR-epitope binding with 47,182 pairs between 192 epitopes and 23,139 TCRs. Binary Classification. Given a T-cell receptor sequence (or CDR3 region) and an epitope sequence, predict whether binding occurs between them. (1) The epitope is KMQRMLLEK. The TCR CDR3 sequence is CSPLGLDNNEQFF. Result: 0 (the TCR does not bind to the epitope). (2) The epitope is SQASSRSSSR. The TCR CDR3 sequence is CASSLGPEVELFF. Result: 0 (the TCR does not bind to the epitope). (3) The epitope is FQPTNGVGY. The TCR CDR3 sequence is CASSQKRGEVTLDRDSNQPQHF. Result: 0 (the TCR does not bind to the epitope). (4) The epitope is SEPVLKGVKL. The TCR CDR3 sequence is CASSYSGTGMNTEAFF. Result: 0 (the TCR does not bind to the epitope). (5) The epitope is FPPTSFGPL. The TCR CDR3 sequence is CASSWGTGGYEQYF. Result: 1 (the TCR binds to the epitope). (6) The epitope is GILGFVFTL. The TCR CDR3 sequence is CASSLGSGLVYEQYF. Result: 1 (the TCR binds to the epitope).